Dataset: Forward reaction prediction with 1.9M reactions from USPTO patents (1976-2016). Task: Predict the product of the given reaction. (1) Given the reactants [Cl:1][C:2]1[CH:12]=[C:11]([F:13])[CH:10]=[CH:9][C:3]=1[C:4]([N:6]=[C:7]=[O:8])=[O:5].[NH2:14][C:15]1[CH:29]=[CH:28][CH:27]=[CH:26][C:16]=1[O:17][CH2:18][C:19]([O:21][C:22]([CH3:25])([CH3:24])[CH3:23])=[O:20], predict the reaction product. The product is: [Cl:1][C:2]1[CH:12]=[C:11]([F:13])[CH:10]=[CH:9][C:3]=1[C:4]([NH:6][C:7](=[O:8])[NH:14][C:15]1[CH:29]=[CH:28][CH:27]=[CH:26][C:16]=1[O:17][CH2:18][C:19]([O:21][C:22]([CH3:25])([CH3:23])[CH3:24])=[O:20])=[O:5]. (2) Given the reactants [Cl:1][C:2]1[CH:3]=[CH:4][C:5]([CH3:14])=[C:6]([N:8]2[CH2:13][CH2:12][NH:11][CH2:10][CH2:9]2)[CH:7]=1.Cl[CH2:16][CH2:17][N:18]1[C:27](=[O:28])[CH2:26][C:21]2([CH2:25][CH2:24][CH2:23][CH2:22]2)[CH2:20][C:19]1=[O:29], predict the reaction product. The product is: [Cl:1][C:2]1[CH:3]=[CH:4][C:5]([CH3:14])=[C:6]([N:8]2[CH2:9][CH2:10][N:11]([CH2:16][CH2:17][N:18]3[C:19](=[O:29])[CH2:20][C:21]4([CH2:25][CH2:24][CH2:23][CH2:22]4)[CH2:26][C:27]3=[O:28])[CH2:12][CH2:13]2)[CH:7]=1.